This data is from Reaction yield outcomes from USPTO patents with 853,638 reactions. The task is: Predict the reaction yield, written as a fraction of the theoretical maximum amount of product (1.0 means a 100% yield; for example, 0.34 means a 34% yield). (1) The product is [CH3:28][N:23]([C:17]1[N:16]=[C:15]([C:29]2[CH:30]=[CH:31][C:32]([F:35])=[CH:33][CH:34]=2)[C:14](/[CH:13]=[CH:36]/[C@H:38]2[O:43][C:42]([CH3:45])([CH3:44])[O:41][C@@H:40]([CH2:46][C:47]([N:49]([O:51][CH3:52])[CH3:50])=[O:48])[CH2:39]2)=[C:19]([CH:20]([CH3:22])[CH3:21])[N:18]=1)[S:24]([CH3:27])(=[O:26])=[O:25]. The reactants are S1C2C=CC=CC=2N=C1S([CH2:13][C:14]1[C:15]([C:29]2[CH:34]=[CH:33][C:32]([F:35])=[CH:31][CH:30]=2)=[N:16][C:17]([N:23]([CH3:28])[S:24]([CH3:27])(=[O:26])=[O:25])=[N:18][C:19]=1[CH:20]([CH3:22])[CH3:21])(=O)=O.[CH:36]([C@H:38]1[O:43][C:42]([CH3:45])([CH3:44])[O:41][C@@H:40]([CH2:46][C:47]([N:49]([O:51][CH3:52])[CH3:50])=[O:48])[CH2:39]1)=O.C[Si]([N-][Si](C)(C)C)(C)C.[Na+].[Cl-].[NH4+]. The yield is 0.720. The catalyst is O1CCCC1.C(OCC)(=O)C.CCCCCC. (2) The reactants are [Br:1][C:2]1[CH:3]=[C:4]2[C:8](=[CH:9][CH:10]=1)[NH:7][C:6]1[CH:11]=[N:12][C:13]([C:15]#[N:16])=[CH:14][C:5]2=1.C[Li].[O:19]1[CH:21]([CH2:22][O:23][C:24]2[CH:29]=[CH:28][CH:27]=[CH:26][CH:25]=2)[CH2:20]1. No catalyst specified. The product is [Br:1][C:2]1[CH:3]=[C:4]2[C:8](=[CH:9][CH:10]=1)[N:7]([CH2:20][CH:21]([OH:19])[CH2:22][O:23][C:24]1[CH:29]=[CH:28][CH:27]=[CH:26][CH:25]=1)[C:6]1[CH:11]=[N:12][C:13]([C:15]#[N:16])=[CH:14][C:5]2=1. The yield is 0.900. (3) The reactants are Br[C:2]1[CH:3]=[C:4]2[C:9](=[CH:10][CH:11]=1)[O:8][CH2:7][C:6]([C:12]([OH:14])=[O:13])=[CH:5]2.CCN(CC)CC.[CH3:22][OH:23].CN([CH:27]=[O:28])C. The catalyst is C1C=CC([P]([Pd]([P](C2C=CC=CC=2)(C2C=CC=CC=2)C2C=CC=CC=2)([P](C2C=CC=CC=2)(C2C=CC=CC=2)C2C=CC=CC=2)[P](C2C=CC=CC=2)(C2C=CC=CC=2)C2C=CC=CC=2)(C2C=CC=CC=2)C2C=CC=CC=2)=CC=1. The product is [CH3:22][O:23][C:27]([C:2]1[CH:3]=[C:4]2[C:9](=[CH:10][CH:11]=1)[O:8][CH2:7][C:6]([C:12]([OH:14])=[O:13])=[CH:5]2)=[O:28]. The yield is 0.660. (4) The reactants are Cl[C:2]1[CH:7]=[C:6]([NH:8][C:9]2[CH:19]=[CH:18][CH:17]=[CH:16][C:10]=2[C:11]([NH:13][O:14][CH3:15])=[O:12])[C:5]([Cl:20])=[CH:4][N:3]=1.[CH3:21][C:22]1[CH:26]=[C:25]([NH2:27])[N:24]([CH:28]([CH3:30])[CH3:29])[N:23]=1.C(=O)([O-])[O-].[Cs+].[Cs+].C1C=CC(P(C2C(C3C(P(C4C=CC=CC=4)C4C=CC=CC=4)=CC=C4C=3C=CC=C4)=C3C(C=CC=C3)=CC=2)C2C=CC=CC=2)=CC=1. The catalyst is C([O-])(=O)C.[Pd+2].C([O-])(=O)C. The product is [Cl:20][C:5]1[C:6]([NH:8][C:9]2[CH:19]=[CH:18][CH:17]=[CH:16][C:10]=2[C:11]([NH:13][O:14][CH3:15])=[O:12])=[CH:7][C:2]([NH:27][C:25]2[N:24]([CH:28]([CH3:30])[CH3:29])[N:23]=[C:22]([CH3:21])[CH:26]=2)=[N:3][CH:4]=1. The yield is 0.150. (5) The reactants are [N:1]1([C:7]([O:9][C:10]([CH3:13])([CH3:12])[CH3:11])=[O:8])[CH2:6][CH2:5][NH:4][CH2:3][CH2:2]1.Br[C:15]1[CH:20]=[CH:19][CH:18]=[C:17]([Cl:21])[CH:16]=1.C1C=CC(P(C2C(C3C(P(C4C=CC=CC=4)C4C=CC=CC=4)=CC=C4C=3C=CC=C4)=C3C(C=CC=C3)=CC=2)C2C=CC=CC=2)=CC=1.CC([O-])(C)C.[Na+]. The catalyst is C1C=CC(/C=C/C(/C=C/C2C=CC=CC=2)=O)=CC=1.C1C=CC(/C=C/C(/C=C/C2C=CC=CC=2)=O)=CC=1.C1C=CC(/C=C/C(/C=C/C2C=CC=CC=2)=O)=CC=1.[Pd].[Pd].C1(C)C=CC=CC=1. The product is [Cl:21][C:17]1[CH:16]=[C:15]([N:4]2[CH2:5][CH2:6][N:1]([C:7]([O:9][C:10]([CH3:13])([CH3:12])[CH3:11])=[O:8])[CH2:2][CH2:3]2)[CH:20]=[CH:19][CH:18]=1. The yield is 0.830. (6) The reactants are [NH2:1][C:2]1[CH:7]=[CH:6][C:5]([N+:8]([O-:10])=[O:9])=[CH:4][N:3]=1.C[Si]([N-][Si](C)(C)C)(C)C.[Na+].[CH3:21][C:22]([O:25][C:26](O[C:26]([O:25][C:22]([CH3:24])([CH3:23])[CH3:21])=[O:27])=[O:27])([CH3:24])[CH3:23]. The catalyst is C1COCC1.CCOC(C)=O. The product is [C:22]([O:25][C:26]([NH:1][C:2]1[CH:7]=[CH:6][C:5]([N+:8]([O-:10])=[O:9])=[CH:4][N:3]=1)=[O:27])([CH3:24])([CH3:23])[CH3:21]. The yield is 0.700. (7) The reactants are C(OC([NH:8][C@H:9]([C:11]([NH:13][CH:14]1[N:20]=[C:19]([C:21]2[CH:26]=[CH:25][CH:24]=[CH:23][CH:22]=2)[C:18]2[CH:27]=[CH:28][CH:29]=[CH:30][C:17]=2[N:16]([CH2:31][C:32](=[O:39])[C:33]2[CH:38]=[CH:37][CH:36]=[CH:35][CH:34]=2)[C:15]1=[O:40])=[O:12])[CH3:10])=O)(C)(C)C.C(O)(C(F)(F)F)=O.C(Cl)Cl. No catalyst specified. The product is [NH2:8][C@H:9]([C:11]([NH:13][CH:14]1[N:20]=[C:19]([C:21]2[CH:26]=[CH:25][CH:24]=[CH:23][CH:22]=2)[C:18]2[CH:27]=[CH:28][CH:29]=[CH:30][C:17]=2[N:16]([CH2:31][C:32](=[O:39])[C:33]2[CH:38]=[CH:37][CH:36]=[CH:35][CH:34]=2)[C:15]1=[O:40])=[O:12])[CH3:10]. The yield is 0.940. (8) The reactants are [Br:1][C:2]1[C:3](F)=[C:4]2[C:10]([NH:11][C:12](=[O:21])[C:13]3[CH:18]=[CH:17][CH:16]=[C:15]([O:19][CH3:20])[N:14]=3)=[CH:9][NH:8][C:5]2=[N:6][CH:7]=1.[NH:23]1[CH2:28][CH2:27][CH2:26][C@@H:25]([NH:29][C:30](=[O:36])[O:31][C:32]([CH3:35])([CH3:34])[CH3:33])[CH2:24]1. The catalyst is CCCCO. The product is [Br:1][C:2]1[C:3]([N:23]2[CH2:28][CH2:27][CH2:26][C@@H:25]([NH:29][C:30](=[O:36])[O:31][C:32]([CH3:34])([CH3:33])[CH3:35])[CH2:24]2)=[C:4]2[C:10]([NH:11][C:12](=[O:21])[C:13]3[CH:18]=[CH:17][CH:16]=[C:15]([O:19][CH3:20])[N:14]=3)=[CH:9][NH:8][C:5]2=[N:6][CH:7]=1. The yield is 0.270. (9) The reactants are [Cl:1][C:2]1[CH:7]=[CH:6][C:5]([C:8]2[CH:13]=[N:12][N:11]3[C:14](=[O:17])[NH:15][N:16]=[C:10]3[C:9]=2[C:18]2[CH:23]=[CH:22][C:21]([Cl:24])=[CH:20][CH:19]=2)=[CH:4][CH:3]=1.C1C=CC(P(C2C=CC=CC=2)C2C=CC=CC=2)=CC=1.[N:44]1[CH:49]=[CH:48][CH:47]=[N:46][C:45]=1[N:50]1[CH2:55][CH2:54][CH:53]([CH2:56]O)[CH2:52][CH2:51]1. The catalyst is C1COCC1. The product is [Cl:1][C:2]1[CH:7]=[CH:6][C:5]([C:8]2[CH:13]=[N:12][N:11]3[C:14](=[O:17])[N:15]([CH2:56][CH:53]4[CH2:52][CH2:51][N:50]([C:45]5[N:44]=[CH:49][CH:48]=[CH:47][N:46]=5)[CH2:55][CH2:54]4)[N:16]=[C:10]3[C:9]=2[C:18]2[CH:23]=[CH:22][C:21]([Cl:24])=[CH:20][CH:19]=2)=[CH:4][CH:3]=1. The yield is 0.420. (10) The reactants are [Br:1][C:2]1[CH:10]=[C:9]([F:11])[CH:8]=[CH:7][C:3]=1[C:4](O)=[O:5]. The catalyst is O1CCCC1. The product is [Br:1][C:2]1[CH:10]=[C:9]([F:11])[CH:8]=[CH:7][C:3]=1[CH2:4][OH:5]. The yield is 0.900.